This data is from Experimentally validated miRNA-target interactions with 360,000+ pairs, plus equal number of negative samples. The task is: Binary Classification. Given a miRNA mature sequence and a target amino acid sequence, predict their likelihood of interaction. (1) The miRNA is hsa-miR-8485 with sequence CACACACACACACACACGUAU. The protein sequence of the target gene is MPTDMEHTGHYLHLAFLMTTVFSLSPGTKANYTRLWANSTSSWDSVIQNKTGRNQNENINTNPITPEVDYKGNSTNMPETSHIVALTSKSEQELYIPSVVSNSPSTVQSIENTSKSHGEIFKKDVCAENNNNMAMLICLIIIAVLFLICTFLFLSTVVLANKVSSLRRSKQVGKRQPRSNGDFLASGLWPAESDTWKRTKQLTGPNLVMQSTGVLTATRERKDEEGTEKLTNKQIG. Result: 1 (interaction). (2) The miRNA is hsa-miR-4640-3p with sequence CACCCCCUGUUUCCUGGCCCAC. The protein sequence of the target gene is MAFLMHLLVCVFGMGSWVTINGLWVELPLLVMELPEGWYLPSYLTVVIQLANIGPLLVTLLHHFRPSCLSEVPIIFTLLGVGTVTCIIFAFLWNMTSWVLDGHHSIAFLVLTFFLALVDCTSSVTFLPFMSRLPTYYLTTFFVGEGLSGLLPALVALAQGSGLTTCVNVTEISDSVPSPVPTRETDIAQGVPRALVSALPGMEAPLSHLESRYLPAHFSPLVFFLLLSIMMACCLVAFFVLQRQPRCWEASVEDLLNDQVTLHSIRPREENDLGPAGTVDSSQGQGYLEEKAAPCCPAHL.... Result: 0 (no interaction). (3) The miRNA is hsa-miR-16-5p with sequence UAGCAGCACGUAAAUAUUGGCG. The protein sequence of the target gene is MDFSRLHMYSPPQCVPENTGYTYALSSSYSSDALDFETEHKLDPVFDSPRMSRRSLRLATTACTLGDGEAVGADSGTSSAVSLKNRAARTTKQRRSTNKSAFSINHVSRQVTSSGVSHGGTVSLQDAVTRRPPVLDESWIREQTTVDHFWGLDDDGDLKGGNKAAIQGNGDVGAAAATAHNGFSCSNCSMLSERKDVLTAHPAAPGPVSRVYSRDRNQKCDDCKGKRHLDAHPGRAGTLWHIWACAGYFLLQILRRIGAVGQAVSRTAWSALWLAVVAPGKAASGVFWWLGIGWYQFVTL.... Result: 1 (interaction).